Dataset: Catalyst prediction with 721,799 reactions and 888 catalyst types from USPTO. Task: Predict which catalyst facilitates the given reaction. (1) Reactant: [CH3:1][C@@H:2]1[CH2:7][CH2:6][C@H:5]([O:8][C:9]2[C:18]([C:19]([F:22])([F:21])[F:20])=[C:17]3[C:12]([CH:13]=[CH:14][C:15]([CH:23]=[O:24])=[CH:16]3)=[CH:11][CH:10]=2)[CH2:4][CH2:3]1.O1CCCC1.[AlH4-].[Li+]. Product: [CH3:1][C@@H:2]1[CH2:3][CH2:4][C@H:5]([O:8][C:9]2[C:18]([C:19]([F:20])([F:21])[F:22])=[C:17]3[C:12]([CH:13]=[CH:14][C:15]([CH2:23][OH:24])=[CH:16]3)=[CH:11][CH:10]=2)[CH2:6][CH2:7]1. The catalyst class is: 25. (2) Reactant: Cl[C:2]1[C:7]([C:8]2[CH:13]=[CH:12][C:11]([Cl:14])=[C:10]([Cl:15])[CH:9]=2)=[N:6][CH:5]=[CH:4][N:3]=1.[NH:16]1[CH2:21][CH2:20][NH:19][CH2:18][CH2:17]1.C(Cl)Cl. Product: [Cl:15][C:10]1[CH:9]=[C:8]([C:7]2[C:2]([N:16]3[CH2:21][CH2:20][NH:19][CH2:18][CH2:17]3)=[N:3][CH:4]=[CH:5][N:6]=2)[CH:13]=[CH:12][C:11]=1[Cl:14]. The catalyst class is: 6. (3) Reactant: [OH:1][CH2:2][C:3]1[CH:8]=[CH:7][C:6]([CH2:9][NH:10][C:11](=[O:17])[O:12][C:13]([CH3:16])([CH3:15])[CH3:14])=[CH:5][CH:4]=1.[C:18]1(O)[CH:23]=[CH:22][CH:21]=[CH:20][CH:19]=1.C1(P(C2C=CC=CC=2)C2C=CC=CC=2)C=CC=CC=1.N(C(OC(C)C)=O)=NC(OC(C)C)=O. Product: [O:1]([CH2:2][C:3]1[CH:4]=[CH:5][C:6]([CH2:9][NH:10][C:11](=[O:17])[O:12][C:13]([CH3:14])([CH3:16])[CH3:15])=[CH:7][CH:8]=1)[C:18]1[CH:23]=[CH:22][CH:21]=[CH:20][CH:19]=1. The catalyst class is: 4. (4) Reactant: [Cl:1][C:2]1[CH:7]=[C:6]([O:8][C:9]2[CH:14]=[CH:13][C:12]([Cl:15])=[CH:11][CH:10]=2)[CH:5]=[CH:4][C:3]=1[C:16]([OH:25])([CH2:23][CH3:24])[CH2:17][N:18]1[CH:22]=[N:21][CH:20]=[N:19]1.[H-].[Na+].[CH2:28](I)[CH3:29].[Cl-].[Na+]. Product: [Cl:1][C:2]1[CH:7]=[C:6]([O:8][C:9]2[CH:10]=[CH:11][C:12]([Cl:15])=[CH:13][CH:14]=2)[CH:5]=[CH:4][C:3]=1[C:16]([O:25][CH2:28][CH3:29])([CH2:23][CH3:24])[CH2:17][N:18]1[CH:22]=[N:21][CH:20]=[N:19]1. The catalyst class is: 1. (5) Reactant: [CH3:1][O:2][C:3]([C:5]1[N:6]([NH2:10])[CH:7]=[CH:8][CH:9]=1)=[O:4].[CH3:11][C:12]([O:15][C:16](O[C:16]([O:15][C:12]([CH3:14])([CH3:13])[CH3:11])=[O:17])=[O:17])([CH3:14])[CH3:13]. Product: [CH3:1][O:2][C:3]([C:5]1[N:6]([NH:10][C:16]([O:15][C:12]([CH3:14])([CH3:13])[CH3:11])=[O:17])[CH:7]=[CH:8][CH:9]=1)=[O:4]. The catalyst class is: 12. (6) Reactant: [C:1]([C:5]1[N:10]=[C:9]2[NH:11][N:12]=[CH:13][C:8]2=[C:7]([N:14]2[CH2:18][CH2:17][C:16]([F:20])([F:19])[CH2:15]2)[N:6]=1)([CH3:4])([CH3:3])[CH3:2].CC(N(C)C)=O.Cl[CH2:28][C:29]1[C:33]([CH3:34])=[N:32][O:31][N:30]=1.CC(C)([O-])C.[K+]. Product: [C:1]([C:5]1[N:10]=[C:9]2[N:11]([CH2:28][C:29]3[C:33]([CH3:34])=[N:32][O:31][N:30]=3)[N:12]=[CH:13][C:8]2=[C:7]([N:14]2[CH2:18][CH2:17][C:16]([F:19])([F:20])[CH2:15]2)[N:6]=1)([CH3:4])([CH3:2])[CH3:3]. The catalyst class is: 1.